Dataset: Full USPTO retrosynthesis dataset with 1.9M reactions from patents (1976-2016). Task: Predict the reactants needed to synthesize the given product. (1) Given the product [Si:1]([C:8]#[C:9][CH2:10][N:11]1[C:16]([I:17])=[CH:15][C:14]([CH:18]([O:26][Si:37]([CH3:46])([CH3:47])[CH2:38][CH2:39][CH2:40][CH2:41][CH2:42][CH2:43][CH2:44][CH3:45])[CH2:19][C:20]2[CH:21]=[CH:22][CH:23]=[CH:24][CH:25]=2)=[C:13]([CH3:27])[C:12]1=[O:28])([C:4]([CH3:7])([CH3:6])[CH3:5])([CH3:3])[CH3:2], predict the reactants needed to synthesize it. The reactants are: [Si:1]([C:8]#[C:9][CH2:10][N:11]1[C:16]([I:17])=[CH:15][C:14]([CH:18]([OH:26])[CH2:19][C:20]2[CH:25]=[CH:24][CH:23]=[CH:22][CH:21]=2)=[C:13]([CH3:27])[C:12]1=[O:28])([C:4]([CH3:7])([CH3:6])[CH3:5])([CH3:3])[CH3:2].CCN(CC)CC.Cl[Si:37]([CH3:47])([CH3:46])[CH2:38][CH2:39][CH2:40][CH2:41][CH2:42][CH2:43][CH2:44][CH3:45]. (2) The reactants are: [CH2:1]([C:4]1[NH:5][C:6]2[C:11]([CH:12]=1)=[C:10]([C:13]([F:16])([F:15])[F:14])[C:9]([C:17]#[N:18])=[CH:8][CH:7]=2)[CH2:2][CH3:3].C([O-])([O-])=O.[Cs+].[Cs+].Br[CH2:26][C:27]1[N:28]=[CH:29][S:30][CH:31]=1. Given the product [CH2:1]([C:4]1[N:5]([CH2:26][C:27]2[N:28]=[CH:29][S:30][CH:31]=2)[C:6]2[C:11]([CH:12]=1)=[C:10]([C:13]([F:15])([F:16])[F:14])[C:9]([C:17]#[N:18])=[CH:8][CH:7]=2)[CH2:2][CH3:3], predict the reactants needed to synthesize it. (3) Given the product [NH2:46][CH2:45][C:41]1[CH:40]=[C:39]([C:2]2[CH:3]=[C:4]3[C:8](=[C:9]([C:11]([NH2:13])=[O:12])[CH:10]=2)[NH:7][CH:6]=[C:5]3[CH:14]2[CH2:15][CH2:16][N:17]([S:20]([CH2:23][CH3:24])(=[O:22])=[O:21])[CH2:18][CH2:19]2)[CH:44]=[CH:43][CH:42]=1, predict the reactants needed to synthesize it. The reactants are: Br[C:2]1[CH:3]=[C:4]2[C:8](=[C:9]([C:11]([NH2:13])=[O:12])[CH:10]=1)[NH:7][CH:6]=[C:5]2[CH:14]1[CH2:19][CH2:18][N:17]([S:20]([CH2:23][CH3:24])(=[O:22])=[O:21])[CH2:16][CH2:15]1.C([O-])([O-])=O.[Cs+].[Cs+].CC1(C)C(C)(C)OB([C:39]2[CH:40]=[C:41]([CH2:45][NH2:46])[CH:42]=[CH:43][CH:44]=2)O1. (4) Given the product [F:26][C:22]1[CH:23]=[CH:24][CH:25]=[C:2]([F:1])[C:3]=1[CH2:4][O:5][C:6]1[C:7]2[N:8]([C:13]([C:17]([OH:19])=[O:18])=[C:14]([CH3:16])[N:15]=2)[CH:9]=[C:10]([F:12])[CH:11]=1, predict the reactants needed to synthesize it. The reactants are: [F:1][C:2]1[CH:25]=[CH:24][CH:23]=[C:22]([F:26])[C:3]=1[CH2:4][O:5][C:6]1[C:7]2[N:8]([C:13]([C:17]([O:19]CC)=[O:18])=[C:14]([CH3:16])[N:15]=2)[CH:9]=[C:10]([F:12])[CH:11]=1.[OH-].[Li+].Cl. (5) The reactants are: Br[C:2]1[CH:7]=[CH:6][C:5]([CH:8]([C:20]2[CH:25]=[CH:24][C:23]([Cl:26])=[CH:22][C:21]=2[F:27])[CH2:9]/[C:10](/[C:13]2[CH:18]=[CH:17][N:16]=[C:15]([CH3:19])[CH:14]=2)=[N:11]\[OH:12])=[CH:4][CH:3]=1.[CH2:28]([O:30][C:31]([C:33]1[S:37][CH:36]=[C:35](B(O)O)[CH:34]=1)=[O:32])[CH3:29].O.C(=O)([O-])[O-].[Na+].[Na+]. Given the product [CH2:28]([O:30][C:31]([C:33]1[S:37][CH:36]=[C:35]([C:2]2[CH:7]=[CH:6][C:5]([CH:8]([C:20]3[CH:25]=[CH:24][C:23]([Cl:26])=[CH:22][C:21]=3[F:27])[CH2:9]/[C:10](=[N:11]\[OH:12])/[C:13]3[CH:18]=[CH:17][N:16]=[C:15]([CH3:19])[CH:14]=3)=[CH:4][CH:3]=2)[CH:34]=1)=[O:32])[CH3:29], predict the reactants needed to synthesize it. (6) Given the product [Na+:30].[O:1]=[CH:2][CH2:3][CH2:4][CH2:5][CH2:6][CH2:7][CH2:8][CH2:9][CH2:10][CH2:11][CH2:12][CH2:13][CH2:14][CH2:15][CH2:16][C:17]([O-:19])=[O:18], predict the reactants needed to synthesize it. The reactants are: [OH:1][CH2:2][CH2:3][CH2:4][CH2:5][CH2:6][CH2:7][CH2:8][CH2:9][CH2:10][CH2:11][CH2:12][CH2:13][CH2:14][CH2:15][CH2:16][C:17]([OH:19])=[O:18].O1CCCC1.S([O-])([O-])(=O)=S.[Na+:30].[Na+].